Dataset: Forward reaction prediction with 1.9M reactions from USPTO patents (1976-2016). Task: Predict the product of the given reaction. (1) Given the reactants [C:1]1([C:7]2[CH:12]=[CH:11][N:10]=[C:9]([N:13]3[CH2:20][CH:19]4[CH:15]([CH2:16][NH:17][CH2:18]4)[CH2:14]3)[N:8]=2)[CH:6]=[CH:5][CH:4]=[CH:3][CH:2]=1.[F:21][C:22]([F:39])([F:38])[C:23]1[CH:28]=[CH:27][C:26]([C:29]2[C:30]([C:35](O)=[O:36])=[CH:31][CH:32]=[CH:33][CH:34]=2)=[CH:25][CH:24]=1, predict the reaction product. The product is: [C:1]1([C:7]2[CH:12]=[CH:11][N:10]=[C:9]([N:13]3[CH2:14][CH:15]4[CH2:16][N:17]([C:35]([C:30]5[CH:31]=[CH:32][CH:33]=[CH:34][C:29]=5[C:26]5[CH:27]=[CH:28][C:23]([C:22]([F:21])([F:38])[F:39])=[CH:24][CH:25]=5)=[O:36])[CH2:18][CH:19]4[CH2:20]3)[N:8]=2)[CH:2]=[CH:3][CH:4]=[CH:5][CH:6]=1. (2) Given the reactants [Br:1][C:2]1[CH:7]=[CH:6][C:5]([C:8]2([C:15]([O:17][CH3:18])=[O:16])[CH2:13][CH2:12][C:11](=[O:14])[CH2:10][CH2:9]2)=[CH:4][CH:3]=1.[CH2:19](O)[CH2:20][OH:21], predict the reaction product. The product is: [Br:1][C:2]1[CH:3]=[CH:4][C:5]([C:8]2([C:15]([O:17][CH3:18])=[O:16])[CH2:9][CH2:10][C:11]3([O:21][CH2:20][CH2:19][O:14]3)[CH2:12][CH2:13]2)=[CH:6][CH:7]=1. (3) Given the reactants [NH2:1][C@@H:2]([CH3:16])[CH2:3][NH:4][C:5]1[S:6][C:7]([C:11]([O:13][CH2:14][CH3:15])=[O:12])=[C:8]([CH3:10])[N:9]=1.N[C@H](C)CNC1SC([C:27](OCC)=[O:28])=C(C)N=1, predict the reaction product. The product is: [CH3:10][C:8]1[N:9]=[C:5]([N:4]2[CH2:3][C@@H:2]([CH3:16])[NH:1][C:27]2=[O:28])[S:6][C:7]=1[C:11]([O:13][CH2:14][CH3:15])=[O:12]. (4) The product is: [CH2:18]([O:17][C:15](=[O:16])[CH2:14][C:4]([C:6]1[S:10][C:9]([C:38]2[S:37][CH:36]=[CH:40][CH:39]=2)=[N:8][C:7]=1[CH2:12][N:13]([CH2:20][C:21]1[CH:26]=[CH:25][C:24]([O:27][CH3:28])=[CH:23][C:22]=1[O:29][CH3:30])[CH2:14][C:15]([O:17][CH2:18][CH3:19])=[O:16])=[O:5])[CH3:19]. Given the reactants C(O[C:4]([C:6]1[S:10][C:9](Br)=[N:8][C:7]=1[CH2:12][N:13]([CH2:20][C:21]1[CH:26]=[CH:25][C:24]([O:27][CH3:28])=[CH:23][C:22]=1[O:29][CH3:30])[CH2:14][C:15]([O:17][CH2:18][CH3:19])=[O:16])=[O:5])C.C([Sn](CCCC)(CCCC)[C:36]1[S:37][CH:38]=[CH:39][CH:40]=1)CCC, predict the reaction product. (5) Given the reactants Br[C:2]1[CH:7]=[CH:6][C:5]([C:8](=[C:16]2[CH2:22][CH2:21][CH2:20][CH2:19][CH2:18][CH2:17]2)[C:9]2[CH:14]=[CH:13][C:12]([OH:15])=[CH:11][CH:10]=2)=[CH:4][CH:3]=1.[O:23]1[CH:27]=[CH:26][CH:25]=[C:24]1B(O)O.C([O-])([O-])=O.[Na+].[Na+].C1COCC1.O, predict the reaction product. The product is: [C:16]1(=[C:8]([C:5]2[CH:6]=[CH:7][C:2]([C:24]3[O:23][CH:27]=[CH:26][CH:25]=3)=[CH:3][CH:4]=2)[C:9]2[CH:10]=[CH:11][C:12]([OH:15])=[CH:13][CH:14]=2)[CH2:17][CH2:18][CH2:19][CH2:20][CH2:21][CH2:22]1.